The task is: Binary Classification. Given a drug SMILES string, predict its activity (active/inactive) in a high-throughput screening assay against a specified biological target.. This data is from HIV replication inhibition screening data with 41,000+ compounds from the AIDS Antiviral Screen. (1) The drug is COc1ccc(C(C)NNC(=O)c2ccncc2)c(OC)c1. The result is 0 (inactive). (2) The drug is CCOC(=O)c1sc(SC)nc1NC(=O)c1ccc([N+](=O)[O-])cc1. The result is 0 (inactive). (3) The drug is CCOC(=O)C(=Cc1ccccc1)C(=O)c1ccccc1. The result is 0 (inactive).